From a dataset of Experimentally validated miRNA-target interactions with 360,000+ pairs, plus equal number of negative samples. Binary Classification. Given a miRNA mature sequence and a target amino acid sequence, predict their likelihood of interaction. The miRNA is hsa-miR-4260 with sequence CUUGGGGCAUGGAGUCCCA. The protein sequence of the target gene is MDKHGVKTPLWKKETEELRAEDAEQEEGKEGSEDEDEDNQRPLEDSATEGEEPPRVAEEGEGRERRSVSYCPLRQESSTQQVALLRRADSGFWGWLGPLALLGGLTAPTDRKRSLPEEPCVLEIRRRPPRRGGCACCELLFCKKCRSLHSHPAYVAHCVLDHPDLGKAGAAGNS. Result: 0 (no interaction).